From a dataset of Reaction yield outcomes from USPTO patents with 853,638 reactions. Predict the reaction yield, written as a fraction of the theoretical maximum amount of product (1.0 means a 100% yield; for example, 0.34 means a 34% yield). (1) The reactants are [NH:1]1[C:10]2[C:5](=[CH:6][CH:7]=[CH:8][CH:9]=2)[CH2:4][CH2:3][CH2:2]1.[BH-](OC(C)=O)(OC(C)=O)OC(C)=O.[Na+].[CH:25]([C:27]1[CH:32]=[CH:31][C:30]([C:33]2[CH:37]=[C:36]([C:38]([NH2:40])=[O:39])[O:35][N:34]=2)=[CH:29][CH:28]=1)=O.C([O-])([O-])=O.[Na+].[Na+]. The catalyst is ClC(Cl)C.CC(O)=O. The product is [N:1]1([CH2:25][C:27]2[CH:28]=[CH:29][C:30]([C:33]3[CH:37]=[C:36]([C:38]([NH2:40])=[O:39])[O:35][N:34]=3)=[CH:31][CH:32]=2)[C:10]2[C:5](=[CH:6][CH:7]=[CH:8][CH:9]=2)[CH2:4][CH2:3][CH2:2]1. The yield is 0.450. (2) The reactants are Br[C:2]1[N:6]2[C:7]3[CH:14]=[C:13]([O:15][CH:16]([CH3:18])[CH3:17])[C:12]([O:19][CH3:20])=[CH:11][C:8]=3[O:9][CH2:10][C:5]2=[C:4]([C:21]([O:23][CH2:24][CH3:25])=[O:22])[N:3]=1.[S:26]1[CH:30]=[CH:29][C:28](B(O)O)=[CH:27]1.C([O-])([O-])=O.[K+].[K+]. The catalyst is O1CCOCC1.O.C1C=CC([P]([Pd]([P](C2C=CC=CC=2)(C2C=CC=CC=2)C2C=CC=CC=2)([P](C2C=CC=CC=2)(C2C=CC=CC=2)C2C=CC=CC=2)[P](C2C=CC=CC=2)(C2C=CC=CC=2)C2C=CC=CC=2)(C2C=CC=CC=2)C2C=CC=CC=2)=CC=1. The product is [CH:16]([O:15][C:13]1[C:12]([O:19][CH3:20])=[CH:11][C:8]2[O:9][CH2:10][C:5]3[N:6]([C:2]([C:28]4[CH:29]=[CH:30][S:26][CH:27]=4)=[N:3][C:4]=3[C:21]([O:23][CH2:24][CH3:25])=[O:22])[C:7]=2[CH:14]=1)([CH3:18])[CH3:17]. The yield is 0.470. (3) The reactants are [F:1][C:2]1[CH:7]=[C:6]([O:8]C)[CH:5]=[CH:4][C:3]=1[CH2:10][CH2:11][C:12]([O:14][CH2:15][CH3:16])=[O:13].[Cl-].[Al+3].[Cl-].[Cl-].C(S)CCCCCCC. The catalyst is ClCCl. The product is [F:1][C:2]1[CH:7]=[C:6]([OH:8])[CH:5]=[CH:4][C:3]=1[CH2:10][CH2:11][C:12]([O:14][CH2:15][CH3:16])=[O:13]. The yield is 0.830. (4) The reactants are [CH:1]1([O:4][C:5]2[CH:6]=[C:7]([CH:10]=[CH:11][C:12]=2[OH:13])[CH:8]=[O:9])[CH2:3][CH2:2]1.I[CH2:15][CH2:16][CH2:17][CH2:18][CH2:19][CH2:20][CH2:21][CH2:22][CH3:23].C([O-])([O-])=O.[Cs+].[Cs+]. The catalyst is C(#N)C. The product is [CH:1]1([O:4][C:5]2[CH:6]=[C:7]([CH:10]=[CH:11][C:12]=2[O:13][CH2:15][CH2:16][CH2:17][CH2:18][CH2:19][CH2:20][CH2:21][CH2:22][CH3:23])[CH:8]=[O:9])[CH2:2][CH2:3]1. The yield is 0.950. (5) The reactants are [C:1]([O:5][C:6]([N:8]1[CH2:12][CH2:11][CH2:10][CH:9]1[C:13]1[NH:14][C:15](Br)=[CH:16][N:17]=1)=[O:7])([CH3:4])([CH3:3])[CH3:2].[Cl:19][C:20]1[CH:25]=[CH:24][C:23](B(O)O)=[C:22]([CH:29]=[O:30])[CH:21]=1. The catalyst is C1C=CC([P]([Pd]([P](C2C=CC=CC=2)(C2C=CC=CC=2)C2C=CC=CC=2)([P](C2C=CC=CC=2)(C2C=CC=CC=2)C2C=CC=CC=2)[P](C2C=CC=CC=2)(C2C=CC=CC=2)C2C=CC=CC=2)(C2C=CC=CC=2)C2C=CC=CC=2)=CC=1.C1C=CC(P(C2C=CC=CC=2)[C-]2C=CC=C2)=CC=1.C1C=CC(P(C2C=CC=CC=2)[C-]2C=CC=C2)=CC=1.Cl[Pd]Cl.[Fe+2].C(Cl)Cl.COCCOC. The product is [C:1]([O:5][C:6]([N:8]1[CH2:12][CH2:11][CH2:10][CH:9]1[C:13]1[NH:14][C:15]([C:23]2[CH:24]=[CH:25][C:20]([Cl:19])=[CH:21][C:22]=2[CH:29]=[O:30])=[CH:16][N:17]=1)=[O:7])([CH3:4])([CH3:3])[CH3:2]. The yield is 0.780. (6) The reactants are [NH2:1][C:2]1[CH:7]=[CH:6][CH:5]=[CH:4][CH:3]=1.S(S([O-])=O)([O-])=O.[Na+].[Na+].C(=O)([O-])O.[Na+].[F:21][C:22]([F:31])([F:30])[C:23](I)([F:28])[C:24]([F:27])([F:26])[F:25]. The catalyst is S([O-])(O)(=O)=O.C([N+](CCCC)(CCCC)CCCC)CCC.O.COC(C)(C)C. The product is [F:21][C:22]([F:31])([F:30])[C:23]([F:28])([C:5]1[CH:6]=[CH:7][C:2]([NH2:1])=[CH:3][CH:4]=1)[C:24]([F:27])([F:26])[F:25]. The yield is 0.710. (7) The reactants are [F:1][C:2]1[CH:7]=[CH:6][C:5]([C:8]2[C:16]3[C:11](=[CH:12][CH:13]=[C:14]([N+:17]([O-])=O)[CH:15]=3)[N:10](COCCOC)[N:9]=2)=[CH:4][CH:3]=1.[CH:26](=O)[CH3:27]. The catalyst is C(O)C.[Pd].[C]. The product is [CH2:26]([NH:17][C:14]1[CH:15]=[C:16]2[C:11](=[CH:12][CH:13]=1)[NH:10][N:9]=[C:8]2[C:5]1[CH:4]=[CH:3][C:2]([F:1])=[CH:7][CH:6]=1)[CH3:27]. The yield is 0.110. (8) The reactants are [F:1][C:2]1[CH:7]=[C:6](I)[CH:5]=[CH:4][C:3]=1[N:9]1[CH:14]=[C:13]([O:15][CH3:16])[C:12](=[O:17])[C:11]([C:18]2[N:22]([C:23]3[CH:28]=[CH:27][CH:26]=[CH:25][CH:24]=3)[N:21]=[CH:20][CH:19]=2)=[N:10]1.Cl.[F:30][CH:31]1[CH2:34][NH:33][CH2:32]1.O(C(C)(C)C)[Na].CC1(C)C2C(=C(P(C3C=CC=CC=3)C3C=CC=CC=3)C=CC=2)OC2C(P(C3C=CC=CC=3)C3C=CC=CC=3)=CC=CC1=2. The catalyst is O1CCOCC1.C([O-])(O)=O.[Na+].C1C=CC(/C=C/C(/C=C/C2C=CC=CC=2)=O)=CC=1.C1C=CC(/C=C/C(/C=C/C2C=CC=CC=2)=O)=CC=1.C1C=CC(/C=C/C(/C=C/C2C=CC=CC=2)=O)=CC=1.[Pd].[Pd]. The yield is 0.400. The product is [F:1][C:2]1[CH:7]=[C:6]([N:33]2[CH2:34][CH:31]([F:30])[CH2:32]2)[CH:5]=[CH:4][C:3]=1[N:9]1[CH:14]=[C:13]([O:15][CH3:16])[C:12](=[O:17])[C:11]([C:18]2[N:22]([C:23]3[CH:28]=[CH:27][CH:26]=[CH:25][CH:24]=3)[N:21]=[CH:20][CH:19]=2)=[N:10]1. (9) The reactants are [OH-].[K+].[O:3]=[C:4]1[N:8]2[CH:9]([C:14]([O:16]C)=[O:15])[CH2:10][CH2:11][CH2:12][CH2:13][C:7]2=[N:6][O:5]1.C(OCC)C.Cl. The catalyst is C1COCC1. The product is [O:3]=[C:4]1[N:8]2[CH:9]([C:14]([OH:16])=[O:15])[CH2:10][CH2:11][CH2:12][CH2:13][C:7]2=[N:6][O:5]1. The yield is 0.520. (10) The reactants are [N+:1]([C:4]1[CH:8]=[CH:7][NH:6][N:5]=1)([O-:3])=[O:2].CN(C)C=O.[H-].[Na+].I[CH2:17][CH2:18][O:19][CH:20]([CH3:22])[CH3:21]. The catalyst is C(OCC)(=O)C. The product is [CH:20]([O:19][CH2:18][CH2:17][N:6]1[CH:7]=[CH:8][C:4]([N+:1]([O-:3])=[O:2])=[N:5]1)([CH3:22])[CH3:21]. The yield is 0.770.